Dataset: Peptide-MHC class II binding affinity with 134,281 pairs from IEDB. Task: Regression. Given a peptide amino acid sequence and an MHC pseudo amino acid sequence, predict their binding affinity value. This is MHC class II binding data. (1) The peptide sequence is AIVNFVSKVMIGSPK. The MHC is HLA-DQA10101-DQB10501 with pseudo-sequence HLA-DQA10101-DQB10501. The binding affinity (normalized) is 0.253. (2) The peptide sequence is EEMINWLNFDSELVR. The MHC is DRB1_0101 with pseudo-sequence DRB1_0101. The binding affinity (normalized) is 0.652.